This data is from Full USPTO retrosynthesis dataset with 1.9M reactions from patents (1976-2016). The task is: Predict the reactants needed to synthesize the given product. (1) The reactants are: [Cl:1][C:2]1[CH:10]=[CH:9][C:5]([C:6](Cl)=[O:7])=[CH:4][C:3]=1[NH:11][C:12]([C:14]1[CH:15]=[C:16]2[C:21](=[CH:22][CH:23]=1)[N:20]=[CH:19][CH:18]=[CH:17]2)=[O:13].Cl.Cl.[CH3:26][N:27]([CH3:35])[C:28]1[CH:29]=[C:30]([CH:32]=[CH:33][CH:34]=1)[NH2:31]. Given the product [Cl:1][C:2]1[CH:10]=[CH:9][C:5]([C:6]([NH:31][C:30]2[CH:32]=[CH:33][CH:34]=[C:28]([N:27]([CH3:35])[CH3:26])[CH:29]=2)=[O:7])=[CH:4][C:3]=1[NH:11][C:12]([C:14]1[CH:15]=[C:16]2[C:21](=[CH:22][CH:23]=1)[N:20]=[CH:19][CH:18]=[CH:17]2)=[O:13], predict the reactants needed to synthesize it. (2) Given the product [Cl:1][C:2]1[N:11]=[CH:10][C:9]2[N:8]([CH:19]3[CH2:20][CH2:21][O:16][CH2:17][CH2:18]3)[CH2:7][C@@H:6]3[CH2:12][O:13][CH2:14][CH2:15][N:5]3[C:4]=2[N:3]=1, predict the reactants needed to synthesize it. The reactants are: [Cl:1][C:2]1[N:11]=[CH:10][C:9]2[NH:8][CH2:7][C@@H:6]3[CH2:12][O:13][CH2:14][CH2:15][N:5]3[C:4]=2[N:3]=1.[O:16]1[CH2:21][CH2:20][C:19](=O)[CH2:18][CH2:17]1. (3) Given the product [CH2:1]([O:3][C:4]([CH:5]1[CH2:6][CH:13]=[C:11]([CH3:12])[CH2:10][O:9]1)=[O:14])[CH3:2], predict the reactants needed to synthesize it. The reactants are: [CH2:1]([O:3][C:4](=[O:14])[CH:5]([O:9][CH2:10][C:11]([CH3:13])=[CH2:12])[CH2:6]C=C)[CH3:2]. (4) Given the product [Br:18][CH:11]([CH3:12])[C:10]([C:8]1[CH:7]=[CH:6][C:5]([NH:14][C:15](=[O:17])[CH3:16])=[C:4]([N+:1]([O-:3])=[O:2])[CH:9]=1)=[O:13], predict the reactants needed to synthesize it. The reactants are: [N+:1]([C:4]1[CH:9]=[C:8]([C:10](=[O:13])[CH2:11][CH3:12])[CH:7]=[CH:6][C:5]=1[NH:14][C:15](=[O:17])[CH3:16])([O-:3])=[O:2].[Br:18]Br.O. (5) Given the product [CH3:2][CH2:3][O:4][C:5]([NH:7][C:8]1[CH:9]=[CH:10][C:11]([NH:15][CH2:16][C:17]2[CH:22]=[CH:21][C:20]([F:23])=[CH:19][CH:18]=2)=[N:12][C:13]=1[NH2:14])=[O:6].[ClH:1], predict the reactants needed to synthesize it. The reactants are: [ClH:1].[CH3:2][CH2:3][O:4][C:5]([NH:7][C:8]1[CH:9]=[CH:10][C:11]([NH:15][CH2:16][C:17]2[CH:18]=[CH:19][C:20]([F:23])=[CH:21][CH:22]=2)=[N:12][C:13]=1[NH2:14])=[O:6]. (6) Given the product [CH3:1][O:2][C:3]1[N:28]=[C:5]2[C:10](=[CH:11][CH:12]=1)[N:9]=[CH:8][CH:7]=[C:6]2[N:13]1[CH2:14][CH2:15][N:16]([CH2:19][CH2:20][NH:21][C:56]([C:54]2[CH:53]=[CH:52][C:49]3[S:50][CH2:51][C:46](=[O:45])[NH:47][C:48]=3[N:55]=2)=[O:58])[CH2:17][CH2:18]1, predict the reactants needed to synthesize it. The reactants are: [CH3:1][O:2][C:3]1C=[C:5]2[C:10](=[CH:11][CH:12]=1)[N:9]=[CH:8][CH:7]=[C:6]2[N:13]1[CH2:18][CH2:17][N:16]([CH2:19][CH2:20][NH2:21])[CH2:15][CH2:14]1.C1C=CC2N(O)N=[N:28]C=2C=1.C(Cl)CCl.C(N(C(C)C)CC)(C)C.[O:45]=[C:46]1[CH2:51][S:50][C:49]2[CH:52]=[CH:53][C:54]([C:56]([OH:58])=O)=[N:55][C:48]=2[NH:47]1. (7) The reactants are: [C:1]([C:3]1[CH:11]=[CH:10][C:6]([C:7](Cl)=[O:8])=[CH:5][CH:4]=1)#[N:2].[Cl-].[Al+3].[Cl-].[Cl-].[CH3:16][N:17]1[CH:21]=[CH:20][CH:19]=[C:18]1[CH2:22][C:23]([O:25][CH2:26][CH3:27])=[O:24].Cl. Given the product [C:1]([C:3]1[CH:11]=[CH:10][C:6]([C:7]([C:21]2[N:17]([CH3:16])[C:18]([CH2:22][C:23]([O:25][CH2:26][CH3:27])=[O:24])=[CH:19][CH:20]=2)=[O:8])=[CH:5][CH:4]=1)#[N:2], predict the reactants needed to synthesize it.